Task: Predict the reaction yield, written as a fraction of the theoretical maximum amount of product (1.0 means a 100% yield; for example, 0.34 means a 34% yield).. Dataset: Reaction yield outcomes from USPTO patents with 853,638 reactions (1) The reactants are [C:1]([Cl:5])(Cl)(Cl)[Cl:2].C1(P(C2C=CC=CC=2)C2C=CC=CC=2)C=CC=CC=1.[Cl:25][C:26]1[C:31]([O:32][C:33]2[CH:38]=[CH:37][C:36]([O:39][CH3:40])=[CH:35][CH:34]=2)=[CH:30][C:29]([C:41](=O)[C:42]([O:44][CH2:45][CH3:46])=[O:43])=[C:28]([F:48])[CH:27]=1. The catalyst is ClCCl. The product is [Cl:2][C:1]([Cl:5])=[C:41]([C:29]1[CH:30]=[C:31]([O:32][C:33]2[CH:38]=[CH:37][C:36]([O:39][CH3:40])=[CH:35][CH:34]=2)[C:26]([Cl:25])=[CH:27][C:28]=1[F:48])[C:42]([O:44][CH2:45][CH3:46])=[O:43]. The yield is 0.830. (2) The reactants are [OH-].[K+].[CH:3]1[C:12]2[C:7](=[CH:8][C:9]([C:13]([O:15][CH3:16])=[O:14])=[CH:10][CH:11]=2)[CH:6]=[CH:5][C:4]=1[C:17]([O:19]C)=[O:18]. The catalyst is CO.O1CCOCC1. The product is [CH3:16][O:15][C:13]([C:9]1[CH:8]=[C:7]2[C:12](=[CH:11][CH:10]=1)[CH:3]=[C:4]([C:17]([OH:19])=[O:18])[CH:5]=[CH:6]2)=[O:14]. The yield is 0.820. (3) The catalyst is C(Cl)Cl. The reactants are [C:1]([O:5][C:6](=[O:20])[N:7]([CH2:9][CH2:10][C@H:11]1[CH2:16][CH2:15][C@H:14]([CH2:17][C:18]#N)[CH2:13][CH2:12]1)[CH3:8])([CH3:4])([CH3:3])[CH3:2].CC(C[AlH]CC(C)C)C.Cl.CC[O:33]CC. The product is [C:1]([O:5][C:6](=[O:20])[N:7]([CH3:8])[CH2:9][CH2:10][C@H:11]1[CH2:16][CH2:15][C@H:14]([CH2:17][CH:18]=[O:33])[CH2:13][CH2:12]1)([CH3:4])([CH3:3])[CH3:2]. The yield is 0.730. (4) The reactants are F[C:2]1[CH:7]=[C:6]([I:8])[C:5]([CH3:9])=[CH:4][N:3]=1.[CH3:10][O:11][C:12]1[CH:18]=[C:17]([N:19]2[CH2:24][CH2:23][O:22][CH2:21][CH2:20]2)[CH:16]=[CH:15][C:13]=1[NH2:14].Cl.O1CCOCC1. The catalyst is O. The product is [I:8][C:6]1[C:5]([CH3:9])=[CH:4][N:3]=[C:2]([NH:14][C:13]2[CH:15]=[CH:16][C:17]([N:19]3[CH2:20][CH2:21][O:22][CH2:23][CH2:24]3)=[CH:18][C:12]=2[O:11][CH3:10])[CH:7]=1. The yield is 0.200.